This data is from Experimentally validated miRNA-target interactions with 360,000+ pairs, plus equal number of negative samples. The task is: Binary Classification. Given a miRNA mature sequence and a target amino acid sequence, predict their likelihood of interaction. (1) The miRNA is hsa-miR-26b-5p with sequence UUCAAGUAAUUCAGGAUAGGU. The protein sequence of the target gene is MLLPCHWVLDATFSDGSLGQWVKNTCATYALSPVVLPPQPQPRKKATDKDYSAFHLGHLREVRLFLRGGTSDQRMDSLVLCPTYFKLWRTLSGSPGLQLSDLHFGSQPEGKFSLRRAVSVKQREEPQDWPLNEKRTLWKDSDLPTWRRGTGYTLSLPAVSPGKRLWGEKAGSLPESEPLFTYTLDEKVDKLVQFLLLKYQAKEPLTRAEMQMNVINTYTGYFPMIFRKAREFIEILFGISLTEVDPDHFYVFVNTLDLTCEGSLSDEQGMPQNRLLILILSVIFIKGNCASEEVIWEVLN.... Result: 1 (interaction). (2) The miRNA is hsa-miR-107 with sequence AGCAGCAUUGUACAGGGCUAUCA. The protein sequence of the target gene is MLTRNPKTKSSLQILQDSVKWHHMAHKVNSLLDAYSGLLSNESMILAVNSSFVDPLLQFESQLKIIESSFGMLVVMPSLDKVKEMGSSYEYIEDMENLYHNILNIYENILTSLVSKDLYKLQILKEMLVWMSKDSSYLQERIMVIINKVLRFTVTKVRKYISVDAPCLGLLAAELSLLCSHEDPSIVKQASLGMCHLLYIARCQNDIGTNKPTNGKSHSLQFPSSDVEFLPKEFQQDESKIAQRVGQTLLPPLLTDFVQSLLMKLSSPDDKIASDAASILIFTLEFHAEKVTMVSKIVDA.... Result: 0 (no interaction). (3) The miRNA is hsa-miR-520g-3p with sequence ACAAAGUGCUUCCCUUUAGAGUGU. The protein sequence of the target gene is MAFLWLLSCWALLGTTFGCGVPAIHPVLSGLSRIVNGEDAVPGSWPWQVSLQDKTGFHFCGGSLISEDWVVTAAHCGVRTSDVVVAGEFDQGSDEENIQVLKIAKVFKNPKFSILTVNNDITLLKLATPARFSQTVSAVCLPSADDDFPAGTLCATTGWGKTKYNANKTPDKLQQAALPLLSNAECKKSWGRRITDVMICAGASGVSSCMGDSGGPLVCQKDGAWTLVGIVSWGSRTCSTTTPAVYARVAKLIPWVQKILAAN. Result: 0 (no interaction). (4) The miRNA is dre-miR-144-3p with sequence UACAGUAUAGAUGAUGUACU. The protein sequence of the target gene is METLSNASGTFAIRLLKILCQDNPSHNVFCSPVSISSALAMVLLGAKGNTATQMAQALSLNTEEDIHRAFQSLLTEVNKAGTQYLLRTANRLFGEKTCQFLSTFKESCLQFYHAELKELSFIRAAEESRKHINTWVSKKTEGKIEELLPGSSIDAETRLVLVNAIYFKGKWNEPFDETYTREMPFKINQEEQRPVQMMYQEATFKLAHVGEVRAQLLELPYARKELSLLVLLPDDGVELSTVEKSLTFEKLTAWTKPDCMKSTEVEVLLPKFKLQEDYDMESVLRHLGIVDAFQQGKADL.... Result: 0 (no interaction). (5) The miRNA is mmu-miR-297a-5p with sequence AUGUAUGUGUGCAUGUGCAUGU. The protein sequence of the target gene is MELSAVGERVFAAESIIKRRIRKGRIEYLVKWKGWAIKYSTWEPEENILDSRLIAAFEQKERERELYGPKKRGPKPKTFLLKARAQAEALRISDVHFSVKPSASASSPKLHSSAAVHRLKKDIRRCHRMSRRPLPRPDPQGGSPGLRPPISPFSETVRIINRKVKPREPKRNRIILNLKVIDKGPGGGSTAQGTGALARPKVPSRNRVIGKSKKFSESMLRTQIRHMKFGTFALYKPPPAPLAPSTAGKADVASSGPGLLLATPAAAPFDAHSSSSSGCPSPTLQSSDPDDAPPKLLPET.... Result: 0 (no interaction). (6) The miRNA is hsa-miR-4636 with sequence AACUCGUGUUCAAAGCCUUUAG. The protein sequence of the target gene is MSLDFGSVALPVQNEDEEYDEEDYEREKELQQLLTDLPHDMLDDDLSSPELQYSDCSEDGTDGQPHHPEQLEMSWNEQMLPKSQSVNGYNEIQSLYAGEKCGNVWEENRSKTEDRHPVYHPEEGGDEGGSGYSPPSKCEQTDLYHLPENFRPYTNGQKQEFNNQATNVIKFSDPQWNHFQGPSCQGLEPYNKVTYKPYQSSAQNNGSPAQEITGSDTFEGLQQQFLGANENSAENMQIIQLQVLNKAKERQLENLIEKLNESERQIRYLNHQLVIIKDEKDGLTLSLRESQKLFQNGKER.... Result: 0 (no interaction).